The task is: Predict which catalyst facilitates the given reaction.. This data is from Catalyst prediction with 721,799 reactions and 888 catalyst types from USPTO. (1) Reactant: [NH2:1][CH2:2][C:3]1[CH:12]=[C:11]2[C:6]([CH2:7][CH2:8][CH:9]([NH:20][C:21](=[O:27])[O:22][C:23]([CH3:26])([CH3:25])[CH3:24])[CH:10]2[CH2:13][C:14]2[CH:19]=[CH:18][CH:17]=[CH:16][CH:15]=2)=[CH:5][CH:4]=1.C(N(CC)CC)C.[CH:35]1([S:39](Cl)(=[O:41])=[O:40])[CH2:38][CH2:37][CH2:36]1. Product: [CH2:13]([CH:10]1[C:11]2[C:6](=[CH:5][CH:4]=[C:3]([CH2:2][NH:1][S:39]([CH:35]3[CH2:38][CH2:37][CH2:36]3)(=[O:41])=[O:40])[CH:12]=2)[CH2:7][CH2:8][CH:9]1[NH:20][C:21](=[O:27])[O:22][C:23]([CH3:24])([CH3:26])[CH3:25])[C:14]1[CH:15]=[CH:16][CH:17]=[CH:18][CH:19]=1. The catalyst class is: 4. (2) Reactant: [CH:1]1([CH:6]([C:14]2[CH:19]=[CH:18][C:17]([CH2:20][N:21]3[CH2:29][C:28]4[C:23](=[CH:24][CH:25]=[CH:26][C:27]=4[F:30])[C:22]3=[O:31])=[CH:16][CH:15]=2)[C:7]([O:9]C(C)(C)C)=[O:8])[CH2:5][CH2:4][CH2:3][CH2:2]1.FC(F)(F)C(O)=O. Product: [CH:1]1([CH:6]([C:14]2[CH:19]=[CH:18][C:17]([CH2:20][N:21]3[CH2:29][C:28]4[C:23](=[CH:24][CH:25]=[CH:26][C:27]=4[F:30])[C:22]3=[O:31])=[CH:16][CH:15]=2)[C:7]([OH:9])=[O:8])[CH2:2][CH2:3][CH2:4][CH2:5]1. The catalyst class is: 4.